From a dataset of Forward reaction prediction with 1.9M reactions from USPTO patents (1976-2016). Predict the product of the given reaction. (1) The product is: [CH2:3]([C:2]1[N:17]([S:14]([N:13]([CH3:22])[CH3:12])(=[O:16])=[O:15])[N:18]=[CH:19][CH:1]=1)[CH3:4]. Given the reactants [CH2:1]([Li])[CH2:2][CH2:3][CH3:4].[CH3:1][CH2:2][CH2:3][CH2:4]CC.[CH3:12][N:13]([CH3:22])[S:14]([N:17]1C=C[CH:19]=[N:18]1)(=[O:16])=[O:15].ICC.C(=O)([O-])O.[Na+], predict the reaction product. (2) Given the reactants [Br:1]Br.[OH:3][C:4]1[C:13]2[C:8](=[CH:9][CH:10]=[CH:11][CH:12]=2)[CH:7]=[CH:6][N:5]=1.O.C(OCC)(=O)C, predict the reaction product. The product is: [Br:1][C:7]1[C:8]2[C:13](=[CH:12][CH:11]=[CH:10][CH:9]=2)[C:4]([OH:3])=[N:5][CH:6]=1.